Dataset: Reaction yield outcomes from USPTO patents with 853,638 reactions. Task: Predict the reaction yield, written as a fraction of the theoretical maximum amount of product (1.0 means a 100% yield; for example, 0.34 means a 34% yield). The product is [Cl:10][C:6]1[N:5]=[C:4]([NH:11][CH:12]2[CH2:14][CH2:13]2)[N:3]=[C:2]([S:24][CH2:25][C:26]([NH2:28])=[O:27])[C:7]=1[C:8]#[N:9]. The yield is 0.884. The catalyst is C1COCC1. The reactants are Cl[C:2]1[C:7]([C:8]#[N:9])=[C:6]([Cl:10])[N:5]=[C:4]([NH:11][CH:12]2[CH2:14][CH2:13]2)[N:3]=1.C(N(C(C)C)CC)(C)C.[SH:24][CH2:25][C:26]([NH2:28])=[O:27].